This data is from Forward reaction prediction with 1.9M reactions from USPTO patents (1976-2016). The task is: Predict the product of the given reaction. (1) Given the reactants [CH:1]1[N:5]2[C:6]3[CH:15]=[CH:14][CH:13]=[CH:12][C:7]=3[CH2:8][CH2:9][C@@H:10]([NH2:11])[C:4]2=[N:3][CH:2]=1.[C:16]([O:20][C:21]([NH:23][C:24]1([C:27](O)=[O:28])[CH2:26][CH2:25]1)=[O:22])([CH3:19])([CH3:18])[CH3:17].ON1C2C=CC=CC=2N=N1.Cl.CN(C)CCCN=C=NCC.C(N(C(C)C)CC)(C)C, predict the reaction product. The product is: [CH:1]1[N:5]2[C:6]3[CH:15]=[CH:14][CH:13]=[CH:12][C:7]=3[CH2:8][CH2:9][C@@H:10]([NH:11][C:27]([C:24]3([NH:23][C:21](=[O:22])[O:20][C:16]([CH3:18])([CH3:17])[CH3:19])[CH2:26][CH2:25]3)=[O:28])[C:4]2=[N:3][CH:2]=1. (2) Given the reactants C(O[C:6]([NH:8][C:9]1[N:10]=[C:11]([C:15]([O:17][CH3:18])=[O:16])[N:12]([CH3:14])[CH:13]=1)=[O:7])(C)(C)C.Cl.[C:20]([O:24][C:25]([NH:27][C:28]1[CH:29]=[C:30](C(O)=O)[N:31]([CH3:33])[CH:32]=1)=[O:26])([CH3:23])([CH3:22])[CH3:21].C(Cl)CCl.CCN(C(C)C)C(C)C, predict the reaction product. The product is: [C:20]([O:24][C:25]([NH:27][C:28]1[CH:29]=[C:30]([C:6]([NH:8][C:9]2[N:10]=[C:11]([C:15]([O:17][CH3:18])=[O:16])[N:12]([CH3:14])[CH:13]=2)=[O:7])[N:31]([CH3:33])[CH:32]=1)=[O:26])([CH3:23])([CH3:22])[CH3:21]. (3) Given the reactants C([O:3][C:4]([C:6]1[N:11]=[C:10]2[N:12]([CH2:15][C:16]3[CH:17]=[C:18]4[C:23](=[CH:24][CH:25]=3)[N:22]=[CH:21][CH:20]=[CH:19]4)[N:13]=[N:14][C:9]2=[N:8][CH:7]=1)=[CH2:5])C.Cl, predict the reaction product. The product is: [N:22]1[C:23]2[C:18](=[CH:17][C:16]([CH2:15][N:12]3[C:10]4=[N:11][C:6]([C:4](=[O:3])[CH3:5])=[CH:7][N:8]=[C:9]4[N:14]=[N:13]3)=[CH:25][CH:24]=2)[CH:19]=[CH:20][CH:21]=1.